From a dataset of Full USPTO retrosynthesis dataset with 1.9M reactions from patents (1976-2016). Predict the reactants needed to synthesize the given product. (1) Given the product [Cl:7][C:8]1[N:13]=[C:12]([C:14]([O:16][C:30]2[CH2:35][CH2:34][CH2:33][C:32](=[O:36])[CH:31]=2)=[O:15])[C:11](=[O:17])[N:10]([CH2:18][CH2:19][O:20][CH3:21])[C:9]=1[C:22]1[CH:27]=[C:26]([F:28])[CH:25]=[C:24]([F:29])[CH:23]=1, predict the reactants needed to synthesize it. The reactants are: C(Cl)(=O)C(Cl)=O.[Cl:7][C:8]1[N:13]=[C:12]([C:14]([OH:16])=[O:15])[C:11](=[O:17])[N:10]([CH2:18][CH2:19][O:20][CH3:21])[C:9]=1[C:22]1[CH:27]=[C:26]([F:28])[CH:25]=[C:24]([F:29])[CH:23]=1.[C:30]1(=O)[CH2:35][CH2:34][CH2:33][C:32](=[O:36])[CH2:31]1.C(N(CC)CC)C. (2) Given the product [C:23]([C:12]1([C:10]([OH:11])=[O:9])[CH:14]([C:15]2[CH:16]=[CH:17][CH:18]=[CH:19][CH:20]=2)[C:13]1([CH3:22])[CH3:21])#[N:24], predict the reactants needed to synthesize it. The reactants are: C(=O)([O-])[O-].[K+].[K+].C([O:9][C:10]([C:12]1([C:23]#[N:24])[CH:14]([C:15]2[CH:20]=[CH:19][CH:18]=[CH:17][CH:16]=2)[C:13]1([CH3:22])[CH3:21])=[O:11])C. (3) Given the product [CH2:1]([N:8]1[C:16]2[C:11](=[CH:12][C:13]([NH:17][C:18]3[C:23]4=[C:24]([CH2:31][CH3:32])[C:25]([C:27]([OH:29])=[O:28])=[CH:26][N:22]4[N:21]=[CH:20][N:19]=3)=[CH:14][CH:15]=2)[CH:10]=[N:9]1)[C:2]1[CH:7]=[CH:6][CH:5]=[CH:4][CH:3]=1, predict the reactants needed to synthesize it. The reactants are: [CH2:1]([N:8]1[C:16]2[C:11](=[CH:12][C:13]([NH:17][C:18]3[C:23]4=[C:24]([CH2:31][CH3:32])[C:25]([C:27]([O:29]C)=[O:28])=[CH:26][N:22]4[N:21]=[CH:20][N:19]=3)=[CH:14][CH:15]=2)[CH:10]=[N:9]1)[C:2]1[CH:7]=[CH:6][CH:5]=[CH:4][CH:3]=1.CO.O.[OH-].[Li+]. (4) Given the product [C:4]([C:3]1[CH:12]=[C:13]([Cl:16])[CH:14]=[CH:15][C:2]=1[NH:1][S:23]([C:22]1[CH:17]=[CH:18][C:19]([I:27])=[CH:20][CH:21]=1)(=[O:25])=[O:24])(=[O:5])[C:6]1[CH:7]=[CH:8][CH:9]=[CH:10][CH:11]=1, predict the reactants needed to synthesize it. The reactants are: [NH2:1][C:2]1[CH:15]=[CH:14][C:13]([Cl:16])=[CH:12][C:3]=1[C:4]([C:6]1[CH:11]=[CH:10][CH:9]=[CH:8][CH:7]=1)=[O:5].[CH:17]1[C:22]([S:23](Cl)(=[O:25])=[O:24])=[CH:21][CH:20]=[C:19]([I:27])[CH:18]=1.Cl.